This data is from Full USPTO retrosynthesis dataset with 1.9M reactions from patents (1976-2016). The task is: Predict the reactants needed to synthesize the given product. (1) Given the product [CH3:17][CH2:16][CH2:15][CH2:14][CH2:13][CH2:12][CH2:11][CH2:10][CH2:9][CH2:8][CH2:7][CH2:6][CH2:5][CH2:4][CH2:3][CH2:2][CH3:1].[C:38]([OH:57])(=[O:56])[CH2:39][CH2:40][CH2:41][CH2:42][CH2:43][CH2:44][CH2:45][CH2:46][CH2:47][CH2:48][CH2:49][CH2:50][CH2:51][CH2:52][CH2:53][CH2:54][CH3:55], predict the reactants needed to synthesize it. The reactants are: [C:1](O)(=O)[CH2:2][CH2:3][CH2:4][CH2:5][CH2:6][CH2:7][CH2:8]/[CH:9]=[CH:10]\[CH2:11][CH2:12][CH2:13][CH2:14][CH2:15][CH2:16][CH2:17]C.CCCCCCCCCCCCCCCCC.[C:38]([OH:57])(=[O:56])[CH2:39][CH2:40][CH2:41][CH2:42][CH2:43][CH2:44][CH2:45]/[CH:46]=[CH:47]\[CH2:48][CH2:49][CH2:50][CH2:51][CH2:52][CH2:53][CH2:54][CH3:55]. (2) Given the product [Br:1][C:2]1[C:10]([F:11])=[CH:9][C:8]([N+:19]([O-:21])=[O:20])=[C:7]2[C:3]=1[CH2:4][N:5]([CH3:13])[C:6]2=[O:12], predict the reactants needed to synthesize it. The reactants are: [Br:1][C:2]1[C:10]([F:11])=[CH:9][CH:8]=[C:7]2[C:3]=1[CH2:4][N:5]([CH3:13])[C:6]2=[O:12].S(=O)(=O)(O)O.[N+:19]([O-])([OH:21])=[O:20]. (3) Given the product [CH3:1][C:2]1([CH3:32])[O:3][C:4](=[O:31])[CH:5]([CH2:9][C@@H:10]([NH:22][C:23](=[O:29])[O:24][C:25]([CH3:27])([CH3:26])[CH3:28])[CH2:11][C:12]2[CH:13]=[N:14][C:15]([C:18]([F:19])([F:20])[F:21])=[CH:16][CH:17]=2)[C:6](=[O:8])[O:7]1, predict the reactants needed to synthesize it. The reactants are: [CH3:1][C:2]1([CH3:32])[O:7][C:6](=[O:8])[CH:5]([C:9](=O)[C@@H:10]([NH:22][C:23](=[O:29])[O:24][C:25]([CH3:28])([CH3:27])[CH3:26])[CH2:11][C:12]2[CH:13]=[N:14][C:15]([C:18]([F:21])([F:20])[F:19])=[CH:16][CH:17]=2)[C:4](=[O:31])[O:3]1.CC(O)=O.[BH4-].[Na+]. (4) The reactants are: Cl.[CH:2]([C:5]1[CH:6]=[C:7]([C@@H:11]([NH2:13])[CH3:12])[CH:8]=[CH:9][CH:10]=1)([CH3:4])[CH3:3].[CH3:14][O:15][C:16](=[O:42])[C@H:17]([O:20][C:21]1[CH:22]=[C:23]([CH:39]=[CH:40][CH:41]=1)[CH2:24][N:25]1[C:33]2[C:28](=[CH:29][C:30]([C:34](O)=[O:35])=[CH:31][CH:32]=2)[C:27]([CH3:37])=[C:26]1[CH3:38])[CH2:18][CH3:19]. Given the product [CH:2]([C:5]1[CH:6]=[C:7]([C@@H:11]([NH:13][C:34]([C:30]2[CH:29]=[C:28]3[C:33](=[CH:32][CH:31]=2)[N:25]([CH2:24][C:23]2[CH:22]=[C:21]([CH:41]=[CH:40][CH:39]=2)[O:20][C@H:17]([CH2:18][CH3:19])[C:16]([O:15][CH3:14])=[O:42])[C:26]([CH3:38])=[C:27]3[CH3:37])=[O:35])[CH3:12])[CH:8]=[CH:9][CH:10]=1)([CH3:4])[CH3:3], predict the reactants needed to synthesize it. (5) Given the product [CH2:1]([O:3][C:4](=[O:22])[CH:5]([CH3:21])[CH2:6][C:7]1[N:11]([CH:12]2[CH2:14][CH2:13]2)[C:10]([C:15]2[CH:16]=[CH:17][N:18]=[CH:19][CH:20]=2)=[N:9][N:8]=1)[CH3:2], predict the reactants needed to synthesize it. The reactants are: [CH2:1]([O:3][C:4](=[O:22])[C:5]([CH3:21])=[CH:6][C:7]1[N:11]([CH:12]2[CH2:14][CH2:13]2)[C:10]([C:15]2[CH:20]=[CH:19][N:18]=[CH:17][CH:16]=2)=[N:9][N:8]=1)[CH3:2]. (6) Given the product [C:6]([O:10][C:11]([N:13]1[CH2:18][CH2:17][N:16]([CH2:4][CH2:3][O:2][CH3:1])[CH2:15][CH2:14]1)=[O:12])([CH3:9])([CH3:7])[CH3:8], predict the reactants needed to synthesize it. The reactants are: [CH3:1][O:2][CH2:3][CH2:4]Br.[C:6]([O:10][C:11]([N:13]1[CH2:18][CH2:17][NH:16][CH2:15][CH2:14]1)=[O:12])([CH3:9])([CH3:8])[CH3:7].C(=O)([O-])[O-].[K+].[K+].